Dataset: M1 muscarinic receptor agonist screen with 61,833 compounds. Task: Binary Classification. Given a drug SMILES string, predict its activity (active/inactive) in a high-throughput screening assay against a specified biological target. (1) The compound is o1nc(nc1c1c(C(=O)NCc2occc2)cccc1)c1cc(OC)c(OC)c(OC)c1. The result is 0 (inactive). (2) The drug is O1CCN(CC1)Cc1nc(C(C)(C)C)c(O)cc1. The result is 0 (inactive). (3) The compound is O=C1N(CCN2C(=O)c3c(C2=O)cccc3)C(=O)NC1(c1ccccc1)C. The result is 0 (inactive). (4) The compound is Brc1c(nc(NC(=O)C)nc1OC)C. The result is 0 (inactive). (5) The drug is S(=O)(=O)(Nc1c(cccc1)C(O)=O)c1cc(c(O)cc1)C(O)=O. The result is 0 (inactive). (6) The compound is S(=O)(=O)(n1c2c(nc1)cccc2)N(C)C. The result is 0 (inactive). (7) The drug is O1CCC(OC(=O)Cc2cc(OC)c(OC)c(OC)c2)C1=O. The result is 0 (inactive).